This data is from Forward reaction prediction with 1.9M reactions from USPTO patents (1976-2016). The task is: Predict the product of the given reaction. (1) Given the reactants [F:1][C:2]1[CH:7]=[CH:6][C:5]([CH:8]2[N:12]([S:13]([C:16]3[CH:21]=[CH:20][C:19]([CH3:22])=[CH:18][CH:17]=3)(=[O:15])=[O:14])[CH:11]([CH2:23][CH2:24][CH2:25][C:26]#[N:27])[CH2:10][CH2:9]2)=[CH:4][CH:3]=1.S(=O)(=O)(O)[OH:29], predict the reaction product. The product is: [F:1][C:2]1[CH:3]=[CH:4][C:5]([CH:8]2[N:12]([S:13]([C:16]3[CH:17]=[CH:18][C:19]([CH3:22])=[CH:20][CH:21]=3)(=[O:15])=[O:14])[CH:11]([CH2:23][CH2:24][CH2:25][C:26]([NH2:27])=[O:29])[CH2:10][CH2:9]2)=[CH:6][CH:7]=1. (2) Given the reactants [Br:1][C:2]1[CH:7]=[CH:6][C:5]([I:8])=[CH:4][C:3]=1[CH2:9]Br.[C-:11]#[N:12].[K+], predict the reaction product. The product is: [Br:1][C:2]1[CH:7]=[CH:6][C:5]([I:8])=[CH:4][C:3]=1[CH2:9][C:11]#[N:12]. (3) The product is: [OH:6][C@H:4]1[CH2:5][C@@H:2]([NH:1][C:10]2[C:15]([C:16]#[N:17])=[CH:14][N:13]=[C:12]([S:18][CH3:19])[N:11]=2)[C:3]1([CH3:8])[CH3:7]. Given the reactants [NH2:1][C@@H:2]1[CH2:5][C@H:4]([OH:6])[C:3]1([CH3:8])[CH3:7].Cl[C:10]1[C:15]([C:16]#[N:17])=[CH:14][N:13]=[C:12]([S:18][CH3:19])[N:11]=1.CCN(C(C)C)C(C)C, predict the reaction product.